This data is from NCI-60 drug combinations with 297,098 pairs across 59 cell lines. The task is: Regression. Given two drug SMILES strings and cell line genomic features, predict the synergy score measuring deviation from expected non-interaction effect. (1) Drug 1: CCC1=CC2CC(C3=C(CN(C2)C1)C4=CC=CC=C4N3)(C5=C(C=C6C(=C5)C78CCN9C7C(C=CC9)(C(C(C8N6C)(C(=O)OC)O)OC(=O)C)CC)OC)C(=O)OC.C(C(C(=O)O)O)(C(=O)O)O. Drug 2: CN1C(=O)N2C=NC(=C2N=N1)C(=O)N. Cell line: NCI/ADR-RES. Synergy scores: CSS=-1.91, Synergy_ZIP=1.51, Synergy_Bliss=0.453, Synergy_Loewe=-4.26, Synergy_HSA=-4.26. (2) Drug 1: COC1=CC(=CC(=C1O)OC)C2C3C(COC3=O)C(C4=CC5=C(C=C24)OCO5)OC6C(C(C7C(O6)COC(O7)C8=CC=CS8)O)O. Drug 2: CCCS(=O)(=O)NC1=C(C(=C(C=C1)F)C(=O)C2=CNC3=C2C=C(C=N3)C4=CC=C(C=C4)Cl)F. Cell line: SR. Synergy scores: CSS=60.0, Synergy_ZIP=-0.337, Synergy_Bliss=-1.09, Synergy_Loewe=-10.4, Synergy_HSA=0.553. (3) Drug 1: C1C(C(OC1N2C=C(C(=O)NC2=O)F)CO)O. Drug 2: COC1=NC(=NC2=C1N=CN2C3C(C(C(O3)CO)O)O)N. Cell line: SK-MEL-5. Synergy scores: CSS=8.49, Synergy_ZIP=2.43, Synergy_Bliss=-0.136, Synergy_Loewe=-9.24, Synergy_HSA=-0.665. (4) Drug 1: CN(C)N=NC1=C(NC=N1)C(=O)N. Drug 2: B(C(CC(C)C)NC(=O)C(CC1=CC=CC=C1)NC(=O)C2=NC=CN=C2)(O)O. Cell line: SF-539. Synergy scores: CSS=4.48, Synergy_ZIP=-1.75, Synergy_Bliss=-0.659, Synergy_Loewe=-0.221, Synergy_HSA=-0.647. (5) Drug 1: C1CCC(CC1)NC(=O)N(CCCl)N=O. Drug 2: C1=CC=C(C(=C1)C(C2=CC=C(C=C2)Cl)C(Cl)Cl)Cl. Cell line: HOP-62. Synergy scores: CSS=0.952, Synergy_ZIP=4.85, Synergy_Bliss=6.62, Synergy_Loewe=0.289, Synergy_HSA=3.96. (6) Drug 1: C1=CC=C(C(=C1)C(C2=CC=C(C=C2)Cl)C(Cl)Cl)Cl. Drug 2: C1C(C(OC1N2C=NC(=NC2=O)N)CO)O. Cell line: NCI/ADR-RES. Synergy scores: CSS=11.6, Synergy_ZIP=1.93, Synergy_Bliss=4.08, Synergy_Loewe=-2.78, Synergy_HSA=2.75. (7) Drug 1: CCCCCOC(=O)NC1=NC(=O)N(C=C1F)C2C(C(C(O2)C)O)O. Drug 2: C(CN)CNCCSP(=O)(O)O. Cell line: OVCAR-8. Synergy scores: CSS=-2.03, Synergy_ZIP=-0.0398, Synergy_Bliss=-3.73, Synergy_Loewe=-3.63, Synergy_HSA=-4.70. (8) Drug 1: CNC(=O)C1=CC=CC=C1SC2=CC3=C(C=C2)C(=NN3)C=CC4=CC=CC=N4. Drug 2: C1CN1P(=S)(N2CC2)N3CC3. Cell line: KM12. Synergy scores: CSS=12.6, Synergy_ZIP=-5.47, Synergy_Bliss=-4.30, Synergy_Loewe=-3.61, Synergy_HSA=-2.46. (9) Drug 1: C1CCC(CC1)NC(=O)N(CCCl)N=O. Drug 2: CCC1=C2CN3C(=CC4=C(C3=O)COC(=O)C4(CC)O)C2=NC5=C1C=C(C=C5)O. Cell line: SR. Synergy scores: CSS=84.8, Synergy_ZIP=0.963, Synergy_Bliss=0.545, Synergy_Loewe=-0.0437, Synergy_HSA=3.06.